Task: Regression. Given two drug SMILES strings and cell line genomic features, predict the synergy score measuring deviation from expected non-interaction effect.. Dataset: NCI-60 drug combinations with 297,098 pairs across 59 cell lines (1) Drug 2: CC(C1=C(C=CC(=C1Cl)F)Cl)OC2=C(N=CC(=C2)C3=CN(N=C3)C4CCNCC4)N. Drug 1: C1CCN(CC1)CCOC2=CC=C(C=C2)C(=O)C3=C(SC4=C3C=CC(=C4)O)C5=CC=C(C=C5)O. Cell line: BT-549. Synergy scores: CSS=-3.71, Synergy_ZIP=3.09, Synergy_Bliss=2.93, Synergy_Loewe=-1.75, Synergy_HSA=-2.21. (2) Drug 1: CC1CCC2CC(C(=CC=CC=CC(CC(C(=O)C(C(C(=CC(C(=O)CC(OC(=O)C3CCCCN3C(=O)C(=O)C1(O2)O)C(C)CC4CCC(C(C4)OC)O)C)C)O)OC)C)C)C)OC. Drug 2: CC1=C(C(=O)C2=C(C1=O)N3CC4C(C3(C2COC(=O)N)OC)N4)N. Cell line: A498. Synergy scores: CSS=27.5, Synergy_ZIP=-7.71, Synergy_Bliss=-2.81, Synergy_Loewe=-2.11, Synergy_HSA=-1.38. (3) Drug 1: C1CC(=O)NC(=O)C1N2CC3=C(C2=O)C=CC=C3N. Drug 2: CC1C(C(=O)NC(C(=O)N2CCCC2C(=O)N(CC(=O)N(C(C(=O)O1)C(C)C)C)C)C(C)C)NC(=O)C3=C4C(=C(C=C3)C)OC5=C(C(=O)C(=C(C5=N4)C(=O)NC6C(OC(=O)C(N(C(=O)CN(C(=O)C7CCCN7C(=O)C(NC6=O)C(C)C)C)C)C(C)C)C)N)C. Cell line: OVCAR3. Synergy scores: CSS=12.0, Synergy_ZIP=1.84, Synergy_Bliss=5.89, Synergy_Loewe=6.77, Synergy_HSA=6.03. (4) Drug 2: CC1=CC2C(CCC3(C2CCC3(C(=O)C)OC(=O)C)C)C4(C1=CC(=O)CC4)C. Drug 1: C1=CC(=CC=C1CCC2=CNC3=C2C(=O)NC(=N3)N)C(=O)NC(CCC(=O)O)C(=O)O. Synergy scores: CSS=44.1, Synergy_ZIP=2.11, Synergy_Bliss=-1.85, Synergy_Loewe=-39.4, Synergy_HSA=-2.79. Cell line: HCT-15. (5) Drug 1: CC1=C(C=C(C=C1)NC2=NC=CC(=N2)N(C)C3=CC4=NN(C(=C4C=C3)C)C)S(=O)(=O)N.Cl. Drug 2: CN(CC1=CN=C2C(=N1)C(=NC(=N2)N)N)C3=CC=C(C=C3)C(=O)NC(CCC(=O)O)C(=O)O. Cell line: DU-145. Synergy scores: CSS=16.8, Synergy_ZIP=-10.4, Synergy_Bliss=-7.52, Synergy_Loewe=-35.8, Synergy_HSA=-8.58. (6) Drug 1: CCC1(CC2CC(C3=C(CCN(C2)C1)C4=CC=CC=C4N3)(C5=C(C=C6C(=C5)C78CCN9C7C(C=CC9)(C(C(C8N6C)(C(=O)OC)O)OC(=O)C)CC)OC)C(=O)OC)O.OS(=O)(=O)O. Drug 2: CC1=C(C=C(C=C1)C(=O)NC2=CC(=CC(=C2)C(F)(F)F)N3C=C(N=C3)C)NC4=NC=CC(=N4)C5=CN=CC=C5. Cell line: A498. Synergy scores: CSS=0.909, Synergy_ZIP=2.04, Synergy_Bliss=1.83, Synergy_Loewe=-0.239, Synergy_HSA=0.0832. (7) Drug 1: CC(C)CN1C=NC2=C1C3=CC=CC=C3N=C2N. Drug 2: COCCOC1=C(C=C2C(=C1)C(=NC=N2)NC3=CC=CC(=C3)C#C)OCCOC.Cl. Cell line: UACC-257. Synergy scores: CSS=5.13, Synergy_ZIP=-2.35, Synergy_Bliss=-2.87, Synergy_Loewe=-1.48, Synergy_HSA=-1.41. (8) Drug 1: C#CCC(CC1=CN=C2C(=N1)C(=NC(=N2)N)N)C3=CC=C(C=C3)C(=O)NC(CCC(=O)O)C(=O)O. Drug 2: COCCOC1=C(C=C2C(=C1)C(=NC=N2)NC3=CC=CC(=C3)C#C)OCCOC.Cl. Cell line: UACC62. Synergy scores: CSS=1.80, Synergy_ZIP=4.94, Synergy_Bliss=0.267, Synergy_Loewe=-0.640, Synergy_HSA=-1.79.